This data is from Peptide-MHC class II binding affinity with 134,281 pairs from IEDB. The task is: Regression. Given a peptide amino acid sequence and an MHC pseudo amino acid sequence, predict their binding affinity value. This is MHC class II binding data. The peptide sequence is AFILDGDRLFPKV. The MHC is DRB1_0401 with pseudo-sequence DRB1_0401. The binding affinity (normalized) is 0.477.